From a dataset of NCI-60 drug combinations with 297,098 pairs across 59 cell lines. Regression. Given two drug SMILES strings and cell line genomic features, predict the synergy score measuring deviation from expected non-interaction effect. (1) Drug 1: C1CC(C1)(C(=O)O)C(=O)O.[NH2-].[NH2-].[Pt+2]. Drug 2: CC1C(C(CC(O1)OC2CC(OC(C2O)C)OC3=CC4=CC5=C(C(=O)C(C(C5)C(C(=O)C(C(C)O)O)OC)OC6CC(C(C(O6)C)O)OC7CC(C(C(O7)C)O)OC8CC(C(C(O8)C)O)(C)O)C(=C4C(=C3C)O)O)O)O. Cell line: SK-MEL-2. Synergy scores: CSS=30.4, Synergy_ZIP=1.45, Synergy_Bliss=4.50, Synergy_Loewe=-28.8, Synergy_HSA=-0.220. (2) Drug 1: N.N.Cl[Pt+2]Cl. Drug 2: CC1C(C(CC(O1)OC2CC(CC3=C2C(=C4C(=C3O)C(=O)C5=CC=CC=C5C4=O)O)(C(=O)C)O)N)O. Cell line: HL-60(TB). Synergy scores: CSS=36.1, Synergy_ZIP=2.43, Synergy_Bliss=0.921, Synergy_Loewe=-43.0, Synergy_HSA=0.220.